Dataset: Full USPTO retrosynthesis dataset with 1.9M reactions from patents (1976-2016). Task: Predict the reactants needed to synthesize the given product. The reactants are: [C:1]([O:13]C)(=[O:12])[C:2]1[CH:11]=[CH:10][C:5]([C:6]([O:8]C)=[O:7])=[CH:4][CH:3]=1.[CH:15]([OH:20])([OH:19])[CH2:16][CH2:17][CH3:18]. Given the product [C:1]([OH:13])(=[O:12])[C:2]1[CH:11]=[CH:10][C:5]([C:6]([OH:8])=[O:7])=[CH:4][CH:3]=1.[CH:15]([OH:20])([OH:19])[CH2:16][CH2:17][CH3:18], predict the reactants needed to synthesize it.